Predict the product of the given reaction. From a dataset of Forward reaction prediction with 1.9M reactions from USPTO patents (1976-2016). (1) Given the reactants [CH3:1][C:2]1([CH3:13])[C:10]2[C:5](=[CH:6][C:7]([CH3:11])=[CH:8][CH:9]=2)[C:4](=O)[CH2:3]1.FC(F)(F)C(O)=O.C([SiH](CC)CC)C.C(=O)(O)[O-].[Na+], predict the reaction product. The product is: [CH3:1][C:2]1([CH3:13])[C:10]2[C:5](=[CH:6][C:7]([CH3:11])=[CH:8][CH:9]=2)[CH2:4][CH2:3]1. (2) The product is: [C:1]([NH:4][C:5]1[CH:10]=[C:9]2[C:8]([CH:29]=[CH:28][N:12]3[C:13]([C:24]([O:26][CH3:27])=[O:25])=[C:14]([C:16]4[CH:21]=[CH:20][C:19]([Cl:22])=[CH:18][C:17]=4[Cl:23])[N:15]=[C:11]32)=[CH:7][N:6]=1)(=[O:3])[CH3:2]. Given the reactants [C:1]([NH:4][C:5]1[CH:10]=[C:9]([C:11]2[N:12]([CH:28]=[CH2:29])[C:13]([C:24]([O:26][CH3:27])=[O:25])=[C:14]([C:16]3[CH:21]=[CH:20][C:19]([Cl:22])=[CH:18][C:17]=3[Cl:23])[N:15]=2)[C:8](Br)=[CH:7][N:6]=1)(=[O:3])[CH3:2].C1(C)C=CC=CC=1P(C1C=CC=CC=1C)C1C=CC=CC=1C.CCN(C(C)C)C(C)C.O, predict the reaction product. (3) Given the reactants [CH3:1][C:2]1[C:10]2([CH2:15][CH2:14][N:13]([C:16]([C:18]3[CH:19]=[N:20][C:21]4[N:22]([N:31]=[CH:32][C:33]=4[C:34](O)=[O:35])[C:23]=3[NH:24][C:25]3[CH:30]=[CH:29][CH:28]=[CH:27][CH:26]=3)=[O:17])[CH2:12][CH2:11]2)[C:9]2[C:4](=[CH:5][CH:6]=[CH:7][CH:8]=2)[CH:3]=1.[CH2:37]([S:39]([NH2:42])(=[O:41])=[O:40])[CH3:38], predict the reaction product. The product is: [CH3:1][C:2]1[C:10]2([CH2:11][CH2:12][N:13]([C:16]([C:18]3[CH:19]=[N:20][C:21]4[N:22]([N:31]=[CH:32][C:33]=4[C:34]([NH:42][S:39]([CH2:37][CH3:38])(=[O:41])=[O:40])=[O:35])[C:23]=3[NH:24][C:25]3[CH:30]=[CH:29][CH:28]=[CH:27][CH:26]=3)=[O:17])[CH2:14][CH2:15]2)[C:9]2[C:4](=[CH:5][CH:6]=[CH:7][CH:8]=2)[CH:3]=1. (4) Given the reactants [Cl:1][C:2]1[CH:3]=[C:4]([CH:8]=[CH:9][CH:10]=1)[C:5]([OH:7])=O.Cl.[CH3:12][O:13][C:14](=[O:19])[C@H:15]([CH2:17][OH:18])[NH2:16].C1C=CC2N(O)N=NC=2C=1.CN1CCOCC1.CCN=C=NCCCN(C)C.Cl, predict the reaction product. The product is: [CH3:12][O:13][C:14](=[O:19])[CH:15]([NH:16][C:5](=[O:7])[C:4]1[CH:8]=[CH:9][CH:10]=[C:2]([Cl:1])[CH:3]=1)[CH2:17][OH:18]. (5) Given the reactants [Cl:1][C:2]1[CH:3]=[C:4]2[C:12](=[C:13]([NH2:17])[C:14]=1[S:15][CH3:16])[NH:11][C:10]1[CH:9]=[N:8][CH:7]=[CH:6][C:5]2=1.[CH3:18][C:19]1[N:27]=[CH:26][CH:25]=[CH:24][C:20]=1[C:21](O)=[O:22].Cl.CN(C)CCCN=C=NCC.C(=O)(O)[O-].[Na+], predict the reaction product. The product is: [Cl:1][C:2]1[CH:3]=[C:4]2[C:12](=[C:13]([NH:17][C:21](=[O:22])[C:20]3[CH:24]=[CH:25][CH:26]=[N:27][C:19]=3[CH3:18])[C:14]=1[S:15][CH3:16])[NH:11][C:10]1[CH:9]=[N:8][CH:7]=[CH:6][C:5]2=1.